This data is from Peptide-MHC class I binding affinity with 185,985 pairs from IEDB/IMGT. The task is: Regression. Given a peptide amino acid sequence and an MHC pseudo amino acid sequence, predict their binding affinity value. This is MHC class I binding data. (1) The MHC is Patr-A0701 with pseudo-sequence Patr-A0701. The binding affinity (normalized) is 0.231. The peptide sequence is FLGPLLVLQA. (2) The peptide sequence is HAVWYVASF. The MHC is HLA-A02:19 with pseudo-sequence HLA-A02:19. The binding affinity (normalized) is 0.0847. (3) The peptide sequence is IEEVMNIVL. The MHC is HLA-A02:06 with pseudo-sequence HLA-A02:06. The binding affinity (normalized) is 0.0847. (4) The peptide sequence is SLIRFPIGTA. The MHC is HLA-A24:02 with pseudo-sequence HLA-A24:02. The binding affinity (normalized) is 0.